Binary Classification. Given a drug SMILES string, predict its activity (active/inactive) in a high-throughput screening assay against a specified biological target. From a dataset of Cav3 T-type calcium channel HTS with 100,875 compounds. (1) The drug is O1c2c(OCC1)cc(NC(=O)c1ccc(cc1)C)c(c2)C(=O)CC. The result is 0 (inactive). (2) The result is 0 (inactive). The compound is O=C(Nc1c2CCN(c2nc2c1cccc2)C)C(C)C. (3) The molecule is Clc1ccc(CN(S(=O)(=O)C)CC(=O)N2CCN(CC2)c2ccc(OC)cc2)cc1. The result is 1 (active). (4) The drug is O=C(N1CCN(CC1)c1ncccc1)CCCOc1c2c(n(c(=O)c1)C)cccc2. The result is 0 (inactive). (5) The compound is Clc1c(c2oc(cc2)C(=O)Nc2cc(F)ccc2)cccc1. The result is 0 (inactive). (6) The compound is s1c(C(=O)N2CCN(CC2)c2ncccn2)c(N)c2c1nc(cc2C)C. The result is 0 (inactive).